This data is from Forward reaction prediction with 1.9M reactions from USPTO patents (1976-2016). The task is: Predict the product of the given reaction. (1) Given the reactants [Cl:1][C:2]1[CH:7]=[C:6]([O:8][CH:9]([CH3:11])[CH3:10])[CH:5]=[CH:4][C:3]=1[C:12]1[CH:17]=[CH:16][C:15]([C:18]([OH:20])=[O:19])=[CH:14][CH:13]=1.[CH3:21][N:22]([CH3:37])[CH2:23][CH2:24][N:25]([CH3:36])[C:26]1[S:27][C:28]2[CH:34]=[C:33]([NH2:35])[CH:32]=[CH:31][C:29]=2[N:30]=1, predict the reaction product. The product is: [ClH:1].[CH3:21][N:22]([CH3:37])[CH2:23][CH2:24][N:25]([CH3:36])[C:26]1[S:27][C:28]2[CH:34]=[C:33]([NH:35][C:18]([C:15]3[CH:14]=[CH:13][C:12]([C:3]4[CH:4]=[CH:5][C:6]([O:8][CH:9]([CH3:10])[CH3:11])=[CH:7][C:2]=4[Cl:1])=[CH:17][CH:16]=3)=[O:20])[CH:32]=[CH:31][C:29]=2[N:30]=1.[CH3:21][N:22]([CH3:37])[CH2:23][CH2:24][N:25]([CH3:36])[C:26]1[S:27][C:28]2[CH:34]=[C:33]([NH:35][C:18]([C:15]3[CH:16]=[CH:17][C:12]([C:3]4[CH:4]=[CH:5][C:6]([O:8][CH:9]([CH3:10])[CH3:11])=[CH:7][C:2]=4[Cl:1])=[CH:13][CH:14]=3)=[O:19])[CH:32]=[CH:31][C:29]=2[N:30]=1. (2) Given the reactants [NH:1]1[CH:5]=[CH:4][CH:3]=[C:2]1[C:6]([O:8][CH3:9])=[O:7].[H-].[Na+].Br[CH2:13][C:14]([C:16]1[CH:21]=[CH:20][C:19]([OH:22])=[CH:18][CH:17]=1)=[O:15].[NH4+].[Cl-], predict the reaction product. The product is: [OH:22][C:19]1[CH:20]=[CH:21][C:16]([C:14](=[O:15])[CH2:13][N:1]2[CH:5]=[CH:4][CH:3]=[C:2]2[C:6]([O:8][CH3:9])=[O:7])=[CH:17][CH:18]=1. (3) Given the reactants [Cl-].[NH4+].C([N:6](C(C)C)CC)(C)C.[C:12]([O:16][C:17]([N:19]1[CH2:24][CH2:23][CH2:22][CH2:21][C@@H:20]1[C:25]([OH:27])=O)=[O:18])([CH3:15])([CH3:14])[CH3:13].CN(C(ON1N=NC2C=CC=CC1=2)=[N+](C)C)C.[B-](F)(F)(F)F, predict the reaction product. The product is: [C:12]([O:16][C:17]([N:19]1[CH2:24][CH2:23][CH2:22][CH2:21][C@@H:20]1[C:25](=[O:27])[NH2:6])=[O:18])([CH3:15])([CH3:14])[CH3:13]. (4) Given the reactants C[O:2][C:3](=[O:19])[C:4]([F:18])([F:17])[CH2:5][NH:6][C:7]([O:9][CH2:10][C:11]1[CH:16]=[CH:15][CH:14]=[CH:13][CH:12]=1)=[O:8].C1COCC1.[OH-].[Na+], predict the reaction product. The product is: [CH2:10]([O:9][C:7]([NH:6][CH2:5][C:4]([F:17])([F:18])[C:3]([OH:19])=[O:2])=[O:8])[C:11]1[CH:12]=[CH:13][CH:14]=[CH:15][CH:16]=1. (5) Given the reactants [CH3:1][O:2][C:3]1[CH:4]=[C:5]([NH:14][C:15](=[O:19])[C:16]([OH:18])=O)[CH:6]=[CH:7][C:8]=1[C:9]1[O:13][CH:12]=[N:11][CH:10]=1.[OH2:20].O[N:22]1[C:26]2[CH:27]=[CH:28]C=C[C:25]=2N=N1.[CH2:31](N1CCOCC1)C.Cl.CN(C)CCCN=C=NCC, predict the reaction product. The product is: [OH:20][CH2:28][CH2:27][C:26]([NH:22][C:16](=[O:18])[C:15]([NH:14][C:5]1[CH:6]=[CH:7][C:8]([C:9]2[O:13][CH:12]=[N:11][CH:10]=2)=[C:3]([O:2][CH3:1])[CH:4]=1)=[O:19])([CH3:31])[CH3:25]. (6) Given the reactants [C:1]([S:11][CH2:12][CH2:13][NH:14][C:15](=[O:58])[CH2:16][CH2:17][NH:18][C:19](=[O:57])[C@H:20]([OH:56])[C:21]([CH3:55])([CH3:54])[CH2:22][O:23][P:24]([OH:53])(=[O:52])[O:25][P:26]([OH:51])(=[O:50])[O:27][CH2:28][C@H:29]1[O:33][C@@H:32]([N:34]2[C:43]3[N:42]=[CH:41][N:40]=[C:38]([NH2:39])[C:37]=3[N:36]=[CH:35]2)[C@H:31]([OH:44])[C@@H:30]1[O:45][P:46]([OH:49])([OH:48])=[O:47])(=[O:10])[CH2:2][CH2:3][CH2:4][CH2:5][CH2:6][C:7]([OH:9])=O.OC(CCCC(O)=O)CC(SCCNC(=O)CCNC(=O)[C@H](O)C(C)(C)COP(O)(=O)OP(O)(=O)OC[C@H]1O[C@@H](N2C3N=CN=C(N)C=3N=C2)[C@H](O)[C@@H]1OP(O)(O)=O)=O.C(SCCNC(=O)CCNC(=O)[C@H](O)C(C)(C)COP(O)(=O)OP(O)(=O)OC[C@H]1O[C@@H](N2C3N=CN=C(N)C=3N=C2)[C@H](O)[C@@H]1OP(O)(O)=O)(=O)CC(C)=O, predict the reaction product. The product is: [CH3:55][C:21]([CH:20]([OH:56])[C:19]([NH:18][CH2:17][CH2:16][C:15]([NH:14][CH2:13][CH2:12][S:11][C:1]([C:2]1[C:7](=[O:9])[CH2:6][CH2:5][CH2:4][CH:3]=1)=[O:10])=[O:58])=[O:57])([CH2:22][O:23][P:24]([O:25][P:26]([O:27][CH2:28][C@H:29]1[O:33][C@@H:32]([N:34]2[C:43]3[N:42]=[CH:41][N:40]=[C:38]([NH2:39])[C:37]=3[N:36]=[CH:35]2)[C@H:31]([OH:44])[C@@H:30]1[O:45][P:46]([OH:48])([OH:49])=[O:47])([OH:51])=[O:50])([OH:53])=[O:52])[CH3:54]. (7) Given the reactants [CH3:1][O:2][C:3](=[O:18])[C:4]1[CH:9]=[CH:8][CH:7]=[C:6]([C:10]2[CH:15]=[C:14]([CH3:16])[N:13]=[C:12]([CH3:17])[CH:11]=2)[CH:5]=1.[C:19]([C:22]1C=C(B(O)O)C=CC=1)([OH:21])=[O:20].BrC1C=C(C)N=C(C)C=1.COC(=O)C1C=CC=C(C2C=CN=C(C)C=2)C=1.OO, predict the reaction product. The product is: [CH3:1][O:2][C:3](=[O:18])[C:4]1[CH:9]=[CH:8][CH:7]=[C:6]([C:10]2[CH:15]=[C:14]([CH3:16])[N:13]=[C:12]([CH2:17][O:21][C:19](=[O:20])[CH3:22])[CH:11]=2)[CH:5]=1.